From a dataset of Reaction yield outcomes from USPTO patents with 853,638 reactions. Predict the reaction yield, written as a fraction of the theoretical maximum amount of product (1.0 means a 100% yield; for example, 0.34 means a 34% yield). (1) The reactants are [C:1]1([CH2:7][C:8]([O:10][CH2:11][CH3:12])=[O:9])[CH:6]=[CH:5][CH:4]=[CH:3][CH:2]=1.[Li+].[CH3:14]C([N-]C(C)C)C.CI.[Br:23][CH2:24][CH2:25][CH2:26]Br.[NH4+].[Cl-].Cl. The catalyst is C1COCC1.CN1C(=O)N(C)CCC1. The product is [Br:23][CH2:24][CH2:25][CH2:26][C:7]([CH3:14])([C:1]1[CH:6]=[CH:5][CH:4]=[CH:3][CH:2]=1)[C:8]([O:10][CH2:11][CH3:12])=[O:9]. The yield is 0.590. (2) The yield is 0.810. The catalyst is CN(C=O)C. The reactants are Cl.[Cl:2][C:3]1[C:8]([Cl:9])=[CH:7][CH:6]=[CH:5][C:4]=1[N:10]1[CH2:15][CH2:14][NH:13][CH2:12][CH2:11]1.C(=O)([O-])[O-].[K+].[K+].Br[CH2:23][CH2:24][N:25]1[C:33](=[O:34])[C:32]2[C:27](=[CH:28][CH:29]=[CH:30][CH:31]=2)[C:26]1=[O:35].O. The product is [Cl:2][C:3]1[C:8]([Cl:9])=[CH:7][CH:6]=[CH:5][C:4]=1[N:10]1[CH2:15][CH2:14][N:13]([CH2:23][CH2:24][N:25]2[C:26](=[O:35])[C:27]3[C:32](=[CH:31][CH:30]=[CH:29][CH:28]=3)[C:33]2=[O:34])[CH2:12][CH2:11]1. (3) The reactants are FC(F)(F)S(O[C:7]1[N:12]=[N:11][C:10]2[O:13][CH2:14][CH2:15][CH2:16][C:9]=2[CH:8]=1)(=O)=O.C(=O)([O-])[O-].[K+].[K+].O.[CH:26](B1OB(C=C)OB(C=C)O1)=[CH2:27]. The catalyst is COCCOC.C1C=CC([P]([Pd]([P](C2C=CC=CC=2)(C2C=CC=CC=2)C2C=CC=CC=2)([P](C2C=CC=CC=2)(C2C=CC=CC=2)C2C=CC=CC=2)[P](C2C=CC=CC=2)(C2C=CC=CC=2)C2C=CC=CC=2)(C2C=CC=CC=2)C2C=CC=CC=2)=CC=1. The product is [CH:26]([C:7]1[N:12]=[N:11][C:10]2[O:13][CH2:14][CH2:15][CH2:16][C:9]=2[CH:8]=1)=[CH2:27]. The yield is 0.770. (4) The reactants are [ClH:1].[NH2:2][C:3]1[NH:4][CH:5]=[C:6]([CH2:8][CH2:9][CH2:10][NH:11][C:12]([C:14]2[NH:15][CH:16]=[CH:17][CH:18]=2)=[O:13])[N:7]=1.[ClH:19].Cl.NCCCC1N=C(N)NC=1. No catalyst specified. The product is [ClH:1].[NH2:2][C:3]1[NH:4][CH:5]=[C:6]([CH2:8][CH2:9][CH2:10][NH:11][C:12]([C:14]2[NH:15][C:16]([Cl:19])=[C:17]([Cl:1])[CH:18]=2)=[O:13])[N:7]=1. The yield is 0.650. (5) The reactants are [CH2:1]([O:3][C:4](=[O:26])[C:5]1[CH:10]=[CH:9][C:8]([O:11][C:12]2[CH:17]=[CH:16][C:15]([Br:18])=[C:14]([CH:19]3OCC[O:20]3)[CH:13]=2)=[CH:7][C:6]=1[O:24][CH3:25])[CH3:2].Cl. The catalyst is C1COCC1.CCOC(C)=O. The product is [CH2:1]([O:3][C:4](=[O:26])[C:5]1[CH:10]=[CH:9][C:8]([O:11][C:12]2[CH:17]=[CH:16][C:15]([Br:18])=[C:14]([CH:19]=[O:20])[CH:13]=2)=[CH:7][C:6]=1[O:24][CH3:25])[CH3:2]. The yield is 0.600.